This data is from Peptide-MHC class I binding affinity with 185,985 pairs from IEDB/IMGT. The task is: Regression. Given a peptide amino acid sequence and an MHC pseudo amino acid sequence, predict their binding affinity value. This is MHC class I binding data. (1) The peptide sequence is IIFLFILLL. The MHC is HLA-A68:02 with pseudo-sequence HLA-A68:02. The binding affinity (normalized) is 0.146. (2) The peptide sequence is NQMIFVSSI. The MHC is HLA-A02:01 with pseudo-sequence HLA-A02:01. The binding affinity (normalized) is 0.490.